Dataset: Forward reaction prediction with 1.9M reactions from USPTO patents (1976-2016). Task: Predict the product of the given reaction. (1) Given the reactants [CH3:1][C:2]1[CH:3]=[C:4]([C:9]2[CH:10]=[C:11]([C:21]([O:23]C)=[O:22])[C:12]([C:15]3[CH:16]=[N:17][CH:18]=[CH:19][CH:20]=3)=[N:13][CH:14]=2)[CH:5]=[C:6]([CH3:8])[CH:7]=1.[OH-].[K+].O.[ClH:28], predict the reaction product. The product is: [CH3:1][C:2]1[CH:3]=[C:4]([C:9]2[CH:10]=[C:11]([C:21]([OH:23])=[O:22])[C:12]([C:15]3[CH:16]=[N:17][CH:18]=[CH:19][CH:20]=3)=[N:13][CH:14]=2)[CH:5]=[C:6]([CH3:8])[CH:7]=1.[ClH:28]. (2) Given the reactants [CH2:1]([S:3](Cl)(=[O:5])=[O:4])[CH3:2].[NH2:7][C:8]1[CH:9]=[C:10]([C:14]2[CH:24]=[CH:23][C:17]3[N:18]([CH3:22])[C:19](=[O:21])[S:20][C:16]=3[CH:15]=2)[CH:11]=[N:12][CH:13]=1, predict the reaction product. The product is: [CH3:22][N:18]1[C:17]2[CH:23]=[CH:24][C:14]([C:10]3[CH:9]=[C:8]([NH:7][S:3]([CH2:1][CH3:2])(=[O:5])=[O:4])[CH:13]=[N:12][CH:11]=3)=[CH:15][C:16]=2[S:20][C:19]1=[O:21]. (3) Given the reactants [CH:1]1([N:5]2[CH2:23][CH2:22][C:8]3([CH2:13][CH2:12][N:11]([C:14]4[CH:21]=[CH:20][CH:19]=[CH:18][C:15]=4C=O)[CH2:10][CH2:9]3)[CH2:7][CH2:6]2)[CH2:4][CH2:3][CH2:2]1.[CH3:24][CH:25]1[CH2:29][CH2:28][CH2:27][NH:26]1.[BH-](OC(C)=O)(OC(C)=O)O[C:32](C)=O.[Na+], predict the reaction product. The product is: [CH:1]1([N:5]2[CH2:6][CH2:7][C:8]3([CH2:9][CH2:10][N:11]([C:14]4[CH:21]=[CH:20][C:19]([CH2:32][N:26]5[CH2:27][CH2:28][CH2:29][CH:25]5[CH3:24])=[CH:18][CH:15]=4)[CH2:12][CH2:13]3)[CH2:22][CH2:23]2)[CH2:4][CH2:3][CH2:2]1. (4) Given the reactants [N+:1]([C:4]1[CH:5]=[N:6][C:7]2[C:12]([C:13]=1[NH:14][CH2:15][CH2:16][O:17][CH2:18][CH2:19][NH:20][C:21](=[O:27])[O:22][C:23]([CH3:26])([CH3:25])[CH3:24])=[CH:11][CH:10]=[CH:9][CH:8]=2)([O-])=O, predict the reaction product. The product is: [NH2:1][C:4]1[CH:5]=[N:6][C:7]2[C:12]([C:13]=1[NH:14][CH2:15][CH2:16][O:17][CH2:18][CH2:19][NH:20][C:21](=[O:27])[O:22][C:23]([CH3:25])([CH3:24])[CH3:26])=[CH:11][CH:10]=[CH:9][CH:8]=2.